Dataset: Reaction yield outcomes from USPTO patents with 853,638 reactions. Task: Predict the reaction yield, written as a fraction of the theoretical maximum amount of product (1.0 means a 100% yield; for example, 0.34 means a 34% yield). (1) The reactants are [C:1]1([C:13]2[C:14](=[O:28])[NH:15][C:16](=[O:27])[C:17]=2[C:18]2[C:26]3[C:21](=[CH:22][CH:23]=[CH:24][CH:25]=3)[NH:20][CH:19]=2)[C:11]2=[C:12]3[C:7](=[CH:8][CH:9]=[CH:10]2)[CH2:6][CH2:5][CH2:4][N:3]3[CH:2]=1.[C:29](=O)([O-])[O-].[K+].[K+].CI.O. The catalyst is CN(C)C=O. The product is [CH3:29][N:15]1[C:16](=[O:27])[C:17]([C:18]2[C:26]3[C:21](=[CH:22][CH:23]=[CH:24][CH:25]=3)[NH:20][CH:19]=2)=[C:13]([C:1]2[C:11]3=[C:12]4[C:7](=[CH:8][CH:9]=[CH:10]3)[CH2:6][CH2:5][CH2:4][N:3]4[CH:2]=2)[C:14]1=[O:28]. The yield is 0.950. (2) The reactants are [CH3:1][O:2][C:3]1[CH:9]=[C:8](B2OC(C)(C)C(C)(C)O2)[CH:7]=[CH:6][C:4]=1[NH2:5].[Si:19]([O:36][CH2:37][CH2:38][N:39]1[CH:43]=[C:42](I)[CH:41]=[N:40]1)([C:32]([CH3:35])([CH3:34])[CH3:33])([C:26]1[CH:31]=[CH:30][CH:29]=[CH:28][CH:27]=1)[C:20]1[CH:25]=[CH:24][CH:23]=[CH:22][CH:21]=1.C(Cl)Cl.C(=O)([O-])[O-].[Na+].[Na+]. The catalyst is C1COCC1.O.CCOC(C)=O.C1C=CC(P(C2C=CC=CC=2)[C-]2C=CC=C2)=CC=1.C1C=CC(P(C2C=CC=CC=2)[C-]2C=CC=C2)=CC=1.Cl[Pd]Cl.[Fe+2]. The product is [Si:19]([O:36][CH2:37][CH2:38][N:39]1[CH:43]=[C:42]([C:8]2[CH:7]=[CH:6][C:4]([NH2:5])=[C:3]([O:2][CH3:1])[CH:9]=2)[CH:41]=[N:40]1)([C:32]([CH3:35])([CH3:33])[CH3:34])([C:20]1[CH:25]=[CH:24][CH:23]=[CH:22][CH:21]=1)[C:26]1[CH:31]=[CH:30][CH:29]=[CH:28][CH:27]=1. The yield is 0.260. (3) The yield is 0.0400. The reactants are [CH:1]([CH:3]=[O:4])=[O:2].[CH3:5][C:6]([CH3:11])([CH2:9]O)[CH2:7][OH:8].C1(C)C=CC(S(O)(=O)=O)=CC=1.[O-]S([O-])(=O)=O.[Na+].[Na+].C([O-])(O)=O.[Na+]. The catalyst is C1C=CC=CC=1. The product is [CH:1]([CH:3]1[O:8][CH2:7][C:6]([CH3:11])([CH3:9])[CH2:5][O:4]1)=[O:2]. (4) The catalyst is C(Cl)Cl.CO.C(Cl)Cl. The product is [Cl:60][C:61]1[CH:66]=[CH:65][C:64]([CH2:67][NH:68][C:21](=[O:23])[CH2:20][C@H:11]2[C:10](=[O:28])[O:9][CH2:8][C@@H:7]([CH:1]3[CH2:2][CH2:3][CH2:4][CH2:5][CH2:6]3)[NH:18][C:17](=[O:19])[CH2:16][CH2:15][CH:14]=[CH:13][CH2:12]2)=[CH:63][CH:62]=1. The reactants are [CH:1]1([C@H:7]2[NH:18][C:17](=[O:19])[CH2:16][CH2:15][CH:14]=[CH:13][CH2:12][C@@H:11]([CH2:20][C:21]([O:23]C(C)(C)C)=O)[C:10](=[O:28])[O:9][CH2:8]2)[CH2:6][CH2:5][CH2:4][CH2:3][CH2:2]1.FC(F)(F)C(O)=O.C1([C@H]2NC(=O)CCC=CC[C@@H](CC(O)=O)C(=O)OC2)CCCCC1.[Cl:60][C:61]1[CH:66]=[CH:65][C:64]([CH2:67][NH2:68])=[CH:63][CH:62]=1. The yield is 0.620. (5) The reactants are [F:1][C:2]([F:12])([F:11])[C:3]1[CH:4]=[CH:5][C:6]([CH2:9]O)=[N:7][CH:8]=1.O=S(Cl)[Cl:15]. The catalyst is C(Cl)Cl. The product is [ClH:15].[Cl:15][CH2:9][C:6]1[CH:5]=[CH:4][C:3]([C:2]([F:12])([F:11])[F:1])=[CH:8][N:7]=1. The yield is 0.990. (6) The reactants are CS(O)(=O)=O.[NH2:6][CH2:7][C:8]1[CH:9]=[C:10]2[C:14](=[CH:15][CH:16]=1)[C:13](=[O:17])[N:12]([CH:18]1[CH2:23][CH2:22][C:21](=[O:24])[NH:20][C:19]1=[O:25])[CH2:11]2.C1(O[C:33](=O)[NH:34][C:35]2[CH:40]=[CH:39][C:38]([CH3:41])=[C:37]([Cl:42])[CH:36]=2)C=CC=CC=1.CC[N:46]([CH:50](C)C)C(C)C.C[N:54](C=O)C. No catalyst specified. The product is [Cl:42][C:37]1[CH:36]=[C:35]([N:34]=[C:33]([NH:6][CH2:7][C:8]2[CH:9]=[C:10]3[C:14](=[CH:15][CH:16]=2)[C:13](=[O:17])[N:12]([CH:18]2[CH2:23][CH2:22][C:21](=[O:24])[NH:20][C:19]2=[O:25])[CH2:11]3)[NH:54][C:50]#[N:46])[CH:40]=[CH:39][C:38]=1[CH3:41]. The yield is 0.170. (7) The catalyst is [Cu](I)I.O1CCOCC1. The product is [F:1][C:2]1[CH:3]=[C:4]2[C:9](=[CH:10][CH:11]=1)[C:8](=[O:12])[N:7]([C:14]1[CH:15]=[N:16][CH:17]=[CH:18][C:19]=1[C:20]([F:23])([F:22])[F:21])[CH2:6][CH2:5]2. The reactants are [F:1][C:2]1[CH:3]=[C:4]2[C:9](=[CH:10][CH:11]=1)[C:8](=[O:12])[NH:7][CH2:6][CH2:5]2.Br[C:14]1[CH:15]=[N:16][CH:17]=[CH:18][C:19]=1[C:20]([F:23])([F:22])[F:21].P([O-])([O-])([O-])=O.[K+].[K+].[K+]. The yield is 0.645.